From a dataset of Peptide-MHC class II binding affinity with 134,281 pairs from IEDB. Regression. Given a peptide amino acid sequence and an MHC pseudo amino acid sequence, predict their binding affinity value. This is MHC class II binding data. (1) The peptide sequence is MKDFDEPGHLAPTGM. The MHC is HLA-DQA10201-DQB10202 with pseudo-sequence HLA-DQA10201-DQB10202. The binding affinity (normalized) is 0.149. (2) The binding affinity (normalized) is 0.489. The MHC is DRB5_0101 with pseudo-sequence DRB5_0101. The peptide sequence is LVSKLYEVVPGILTE.